From a dataset of Experimentally validated miRNA-target interactions with 360,000+ pairs, plus equal number of negative samples. Binary Classification. Given a miRNA mature sequence and a target amino acid sequence, predict their likelihood of interaction. (1) The miRNA is hsa-miR-4444 with sequence CUCGAGUUGGAAGAGGCG. The protein sequence of the target gene is MASVTRAVFGELPSGGGTVEKFQLQSDLLRVDIISWGCTITALEVKDRQGRASDVVLGFAELEGYLQKQPYFGAVIGRVANRIAKGTFKVDGKEYHLAINKEPNSLHGGVRGFDKVLWTPRVLSNGVQFSRISPDGEEGYPGELKVWVTYTLDGGELIVNYRAQASQATPVNLTNHSYFNLAGQASPNINDHEVTIEADTYLPVDETLIPTGEVAPVQGTAFDLRKPVELGKHLQDFHLNGFDHNFCLKGSKEKHFCARVHHAASGRVLEVYTTQPGVQFYTGNFLDGTLKGKNGAVYPK.... Result: 1 (interaction). (2) The miRNA is hsa-miR-146b-5p with sequence UGAGAACUGAAUUCCAUAGGCUG. The protein sequence of the target gene is MASGACQGCEEEEEEEALKKLIVRLNNVQEGKQIETLLQLLEDMLVFTYSDRASKLFEDKNFHVPLLIVLDSYMRVASVQQAGWSLLCKLIEVCPGTLQSLIGPQDIGNDWEVLGIHRLILKMLTVHHANVNLSIVGLKALDLLLDSGKLTLLILDEECDIFLLIFDAMHRYSANDEVQKLGCKALHVLFERVSEEQLTEFVENKDYTILLSTFGSFRRDKEIVYHVLCCLHSLAVTCSNVEVLMSGNVRCYNLVVEAMKAFPTNENIQEVSCSLFQKLTLGNFFNILVLNEVHVFVVKA.... Result: 0 (no interaction). (3) The miRNA is mmu-miR-495-3p with sequence AAACAAACAUGGUGCACUUCUU. The protein sequence of the target gene is MPRPGTMALCLLTLVLSLLPPQAAAEQDLSVNRAVWDGGGCISQGDVLNRQCQQLSQHVRTGSAANTATGTTSTNVVEPRMYLSCSTNPEMTSIESSVTSDTPGVSSTRMTPTESRTTSESTSDSTTLFPSSTEDTSSPTTPEGTDVPMSTPSEESISSTMAFVSTAPLPSFEAYTSLTYKVDMSTPLTTSTQASSSPTTPESTTIPKSTNSEGSTPLTSMPASTMKVASSEAITLLTTPVEISTPVTISAQASSSPTTAEGPSLSNSAPSGGSTPLTRMPLSVMLVVSSEASTLSTTPA.... Result: 0 (no interaction). (4) The miRNA is hsa-miR-10b-5p with sequence UACCCUGUAGAACCGAAUUUGUG. The protein sequence of the target gene is MCPPQAQAEVGPTMTEKAEMVCAPSPAPAPPPKPASPGPPQVEEVGHRGGSSPPRLPPGVPVISLGHSRPPGVAMPTTELGTLRPPLLQLSTLGTAPPTLALHYHPHPFLNSVYIGPAGPFSIFPSSRLKRRPSHCELDLAEGHQPQKVARRVFTNSRERWRQQNVNGAFAELRKLLPTHPPDRKLSKNEVLRLAMKYIGFLVRLLRDQAAALAAGPTPPGPRKRPVHRVPDDGARRGSGRRAEAAARSQPAPPADPDGSPGGAARPIKMEQTALSPEVR. Result: 1 (interaction). (5) The miRNA is hsa-miR-4654 with sequence UGUGGGAUCUGGAGGCAUCUGG. Result: 0 (no interaction). The protein sequence of the target gene is MEDPQPLPQSELPLCDSLIIWLQTFKTASPCQDVKQLTNGVTMAQVLHQIDVAWFSESWLSRIKDDVGDNWRIKASNLKKVLHGITSYYHEFLGQQISEELIPDLNQITECADPVELGRLLQLILGCAVNCEKKQEHIKNIMTLEESVQHVVMTAIQELMSKEIVISPASDTVGELEQQLKRALEELQEAIAEKEELKQRCQELDMQVTTLQDEKNSLVSENEMMNEKLDQLDGSFDDPNTMVAKKYFHVQLQLEQLQEENYRLEAAKDDYRVHCEELEKQLIEFQHRNDELTSLAEETR.... (6) The miRNA is hsa-miR-548ah-3p with sequence CAAAAACUGCAGUUACUUUUGC. The protein sequence of the target gene is MQSESGIVADFEVGEEFHEEPKTYYELKSQPLKSSSSAEHSGASKPPLSSSTMTSRILLRQQLMREQMQEQERREQQQKLQAAQFMQQRVAVSQTPAINVSVPTTLPSATQVPMEVLKVQTHLENPTKYHIQQAQRHQVKQYLSTTLANKHAGQVLSPPCPNQPGDHAMPPVPGSSAPNSPMAMLTLNSNCEKEAFYKFEEQSRAESECPGMNTHSRASCMQMDDVIDDIISLESSYNEEILGLMDPALQMANTLPVSGNLIDLYSNQGLPPPGLTISNSCPANLPNIKRELTACIFPTE.... Result: 0 (no interaction). (7) The miRNA is mmu-miR-669h-3p with sequence UAUGCAUAUACACACAUGCACA. The protein sequence of the target gene is MHPHRDPRGLWLLLPSLSLLLFEVARAGRAVVSCPAACLCASNILSCSKQQLPNVPHSLPSYTALLDLSHNNLSRLRAEWTPTRLTQLHSLLLSHNHLNFISSEAFSPVPNLRYLDLSSNQLRTLDEFLFSDLQVLEVLLLYNNHIMAVDRCAFDDMAQLQKLYLSQNQISRFPLELVKEGAKLPKLTLLDLSSNKLKNLPLPDLQKLPAWIKNGLYLHNNPLNCDCELYQLFSHWQYRQLSSVMDFQEDLYCMNSKKLHNVFNLSFLNCGEYKERAWEAHLGDTLIIKCDTKQQGMTKV.... Result: 0 (no interaction). (8) The miRNA is hsa-miR-519a-3p with sequence AAAGUGCAUCCUUUUAGAGUGU. The protein sequence of the target gene is MRSSCVLLAALLALAAYYVYIPLPSAVSDPWKLMLLDATFRGAQQVSNLIHSLGLNHHLIALNFIITSFGKQSARSSPKVKVTDTDFDGVEVRVFEGSPKPEEPLRRSVIYIHGGGWALASAKISYYDQLCTTMAEELNAVIVSIEYRLVPQVYFPEQIHDVIRATKYFLQPEVLDKYKVDPGRVGISGDSAGGNLAAALGQQFTYVASLKNKLKLQALVYPVLQALDFNTPSYQQSMNTPILPRHVMVRYWLDYFKGNYDFVEAMIVNNHTSLDVERAAALRARLDWTSLLPSSIKKNY.... Result: 0 (no interaction).